The task is: Predict which catalyst facilitates the given reaction.. This data is from Catalyst prediction with 721,799 reactions and 888 catalyst types from USPTO. Reactant: [C:1]([NH:4][NH:5][C:6]([C:8]1[C:17]2[C:12](=[CH:13][CH:14]=[C:15]([F:18])[CH:16]=2)[N:11]=[C:10]([CH:19]([NH:21][C:22](=[O:28])[O:23][C:24]([CH3:27])([CH3:26])[CH3:25])[CH3:20])[C:9]=1[C:29]1[CH:34]=[CH:33][CH:32]=[CH:31][N:30]=1)=O)(=[O:3])[CH3:2].CC[N+](S(N=C(OC)[O-])(=O)=O)(CC)CC. Product: [F:18][C:15]1[CH:16]=[C:17]2[C:12](=[CH:13][CH:14]=1)[N:11]=[C:10]([CH:19]([NH:21][C:22](=[O:28])[O:23][C:24]([CH3:25])([CH3:27])[CH3:26])[CH3:20])[C:9]([C:29]1[CH:34]=[CH:33][CH:32]=[CH:31][N:30]=1)=[C:8]2[C:6]1[O:3][C:1]([CH3:2])=[N:4][N:5]=1. The catalyst class is: 701.